From a dataset of Reaction yield outcomes from USPTO patents with 853,638 reactions. Predict the reaction yield, written as a fraction of the theoretical maximum amount of product (1.0 means a 100% yield; for example, 0.34 means a 34% yield). (1) The reactants are Cl[C:2]1[C:3]2[CH:10]=[CH:9][N:8]([S:11]([C:14]3[CH:20]=[CH:19][C:17]([CH3:18])=[CH:16][CH:15]=3)(=[O:13])=[O:12])[C:4]=2[N:5]=[CH:6][N:7]=1.C(=O)([O-])[O-].[K+].[K+].[CH2:27]([N:34]1[CH2:39][CH2:38][CH:37]([CH3:40])[CH:36]([NH:41][CH3:42])[CH2:35]1)[C:28]1[CH:33]=[CH:32][CH:31]=[CH:30][CH:29]=1.C(OCC)(=O)C. The catalyst is O. The product is [CH2:27]([N:34]1[CH2:39][CH2:38][CH:37]([CH3:40])[CH:36]([N:41]([CH3:42])[C:2]2[C:3]3[CH:10]=[CH:9][N:8]([S:11]([C:14]4[CH:20]=[CH:19][C:17]([CH3:18])=[CH:16][CH:15]=4)(=[O:13])=[O:12])[C:4]=3[N:5]=[CH:6][N:7]=2)[CH2:35]1)[C:28]1[CH:29]=[CH:30][CH:31]=[CH:32][CH:33]=1. The yield is 0.960. (2) The reactants are C[Si]([N-][Si](C)(C)C)(C)C.[Li+].[CH3:11][C:12]1[N:13](S(C2C=CC(C)=CC=2)(=O)=O)[CH:14]=[C:15]([C:17](=O)[CH3:18])[N:16]=1.[C:30]([O:37][CH2:38][CH3:39])(=[O:36])[C:31](OCC)=O.[NH:40]([C:42]1[CH:43]=[CH:44][C:45]([O:48][CH3:49])=[N:46][CH:47]=1)[NH2:41].Cl.C(O)C.C(=O)([O-])O.[Na+]. The catalyst is O1CCCC1.C(O)C.C(OCC)(=O)C. The product is [CH2:38]([O:37][C:30]([C:31]1[CH:18]=[C:17]([C:15]2[N:16]=[C:12]([CH3:11])[NH:13][CH:14]=2)[N:40]([C:42]2[CH:47]=[N:46][C:45]([O:48][CH3:49])=[CH:44][CH:43]=2)[N:41]=1)=[O:36])[CH3:39]. The yield is 0.150.